From a dataset of NCI-60 drug combinations with 297,098 pairs across 59 cell lines. Regression. Given two drug SMILES strings and cell line genomic features, predict the synergy score measuring deviation from expected non-interaction effect. (1) Drug 1: COC1=C(C=C2C(=C1)N=CN=C2NC3=CC(=C(C=C3)F)Cl)OCCCN4CCOCC4. Drug 2: CCCS(=O)(=O)NC1=C(C(=C(C=C1)F)C(=O)C2=CNC3=C2C=C(C=N3)C4=CC=C(C=C4)Cl)F. Cell line: U251. Synergy scores: CSS=20.4, Synergy_ZIP=-3.77, Synergy_Bliss=4.90, Synergy_Loewe=4.72, Synergy_HSA=6.43. (2) Drug 1: CC1OCC2C(O1)C(C(C(O2)OC3C4COC(=O)C4C(C5=CC6=C(C=C35)OCO6)C7=CC(=C(C(=C7)OC)O)OC)O)O. Drug 2: B(C(CC(C)C)NC(=O)C(CC1=CC=CC=C1)NC(=O)C2=NC=CN=C2)(O)O. Cell line: MOLT-4. Synergy scores: CSS=59.0, Synergy_ZIP=-2.99, Synergy_Bliss=-5.97, Synergy_Loewe=-4.72, Synergy_HSA=-3.52.